Dataset: Full USPTO retrosynthesis dataset with 1.9M reactions from patents (1976-2016). Task: Predict the reactants needed to synthesize the given product. Given the product [CH3:11][C:6]1[CH:5]=[CH:4][N:3]=[C:2]([NH:12][CH2:13][C:14]2[N:19]=[CH:18][C:17]([C:20]3[CH:29]=[CH:28][CH:27]=[CH:26][C:21]=3[C:22]([O:24][CH3:25])=[O:23])=[CH:16][CH:15]=2)[C:7]=1[N+:8]([O-:10])=[O:9], predict the reactants needed to synthesize it. The reactants are: Cl[C:2]1[C:7]([N+:8]([O-:10])=[O:9])=[C:6]([CH3:11])[CH:5]=[CH:4][N:3]=1.[NH2:12][CH2:13][C:14]1[N:19]=[CH:18][C:17]([C:20]2[CH:29]=[CH:28][CH:27]=[CH:26][C:21]=2[C:22]([O:24][CH3:25])=[O:23])=[CH:16][CH:15]=1.C(N(CC)CC)C.